From a dataset of Catalyst prediction with 721,799 reactions and 888 catalyst types from USPTO. Predict which catalyst facilitates the given reaction. Reactant: [CH3:1][O:2][C:3](=[O:33])[CH:4]([C:27]1[CH:32]=[CH:31][CH:30]=[CH:29][CH:28]=1)[CH2:5][C:6]1[CH:11]=[CH:10][C:9]([C:12]#[C:13][CH2:14][C:15]2[N:16]=[C:17]([C:21]3[CH:26]=[CH:25][CH:24]=[CH:23][CH:22]=3)[O:18][C:19]=2[CH3:20])=[CH:8][CH:7]=1. The catalyst class is: 19. Product: [CH3:1][O:2][C:3](=[O:33])[CH:4]([C:27]1[CH:32]=[CH:31][CH:30]=[CH:29][CH:28]=1)[CH2:5][C:6]1[CH:7]=[CH:8][C:9]([CH2:12][CH2:13][CH2:14][C:15]2[N:16]=[C:17]([C:21]3[CH:22]=[CH:23][CH:24]=[CH:25][CH:26]=3)[O:18][C:19]=2[CH3:20])=[CH:10][CH:11]=1.